From a dataset of TCR-epitope binding with 47,182 pairs between 192 epitopes and 23,139 TCRs. Binary Classification. Given a T-cell receptor sequence (or CDR3 region) and an epitope sequence, predict whether binding occurs between them. (1) The epitope is VSFIEFVGW. The TCR CDR3 sequence is CASSGTGAYEQYF. Result: 0 (the TCR does not bind to the epitope). (2) The epitope is SEPVLKGVKL. The TCR CDR3 sequence is CSVTPLKETGNSYEQYF. Result: 0 (the TCR does not bind to the epitope). (3) The epitope is KLSYGIATV. The TCR CDR3 sequence is CASSQGQTNTEAFF. Result: 0 (the TCR does not bind to the epitope).